From a dataset of Forward reaction prediction with 1.9M reactions from USPTO patents (1976-2016). Predict the product of the given reaction. (1) The product is: [F:1][C:2]1[CH:3]=[C:4]([CH2:8][CH2:9][C:10]2[O:11][C:23]([C:22]3[CH:21]=[CH:20][N:19]=[C:18]4[NH:14][CH:15]=[CH:16][C:17]=34)=[N:13][N:12]=2)[CH:5]=[CH:6][CH:7]=1. Given the reactants [F:1][C:2]1[CH:3]=[C:4]([CH2:8][CH2:9][C:10]([NH:12][NH2:13])=[O:11])[CH:5]=[CH:6][CH:7]=1.[NH:14]1[C:18]2[N:19]=[CH:20][CH:21]=[C:22]([C:23](O)=O)[C:17]=2[CH:16]=[CH:15]1, predict the reaction product. (2) Given the reactants [CH3:1][S:2]([C:4]1[N:8]2[C:9](=[O:21])[C:10]3[NH:11][CH:12]=[N:13][C:14]=3[N:15]([CH2:16][CH2:17][CH2:18][CH2:19][CH3:20])[C:7]2=[N:6][N:5]=1)=[O:3].CS(C1N2C(=O)C3NC=NC=3N(CCCCC)C2=NN=1)(=O)=O.[Br:44]N1C(=O)CCC1=O, predict the reaction product. The product is: [Br:44][C:12]1[NH:11][C:10]2[C:9](=[O:21])[N:8]3[C:4]([S:2]([CH3:1])=[O:3])=[N:5][N:6]=[C:7]3[N:15]([CH2:16][CH2:17][CH2:18][CH2:19][CH3:20])[C:14]=2[N:13]=1.